This data is from Forward reaction prediction with 1.9M reactions from USPTO patents (1976-2016). The task is: Predict the product of the given reaction. (1) Given the reactants [N:1]([CH2:4][C@:5]1([CH3:22])[O:10][C:9]2[C:11]([C:15]3[CH:20]=[CH:19][C:18]([Cl:21])=[CH:17][CH:16]=3)=[CH:12][CH:13]=[CH:14][C:8]=2[O:7][CH2:6]1)=[N+]=[N-].C1(P(C2C=CC=CC=2)C2C=CC=CC=2)C=CC=CC=1, predict the reaction product. The product is: [Cl:21][C:18]1[CH:17]=[CH:16][C:15]([C:11]2[C:9]3[O:10][C@:5]([CH2:4][NH2:1])([CH3:22])[CH2:6][O:7][C:8]=3[CH:14]=[CH:13][CH:12]=2)=[CH:20][CH:19]=1. (2) Given the reactants N1C=CC=C(CN)C=1.[N:9]1[CH:14]=[CH:13][CH:12]=[CH:11][C:10]=1[CH2:15][NH2:16].FC1C=CC(CN2[C@@H](C)CN(C3SC(C(O)=O)=C(C)N=3)C2=O)=CC=1.[F:41][C:42]1[CH:64]=[CH:63][C:45]([CH2:46][N:47]2[CH2:51][C@H:50]([CH3:52])[N:49]([C:53]3[S:54][C:55]([C:59](O)=[O:60])=[C:56]([CH3:58])[N:57]=3)[C:48]2=[O:62])=[CH:44][CH:43]=1, predict the reaction product. The product is: [F:41][C:42]1[CH:64]=[CH:63][C:45]([CH2:46][N:47]2[CH2:51][C@H:50]([CH3:52])[N:49]([C:53]3[S:54][C:55]([C:59]([NH:16][CH2:15][C:10]4[CH:11]=[CH:12][CH:13]=[CH:14][N:9]=4)=[O:60])=[C:56]([CH3:58])[N:57]=3)[C:48]2=[O:62])=[CH:44][CH:43]=1. (3) Given the reactants [Br:1][C:2]1[CH:7]=[CH:6][C:5]([CH:8](Br)[CH3:9])=[CH:4][CH:3]=1.[Cl:11][C:12]1[CH:17]=[CH:16][C:15]([OH:18])=[CH:14][C:13]=1[N+:19]([O-:21])=[O:20].C([O-])([O-])=O.[K+].[K+], predict the reaction product. The product is: [Br:1][C:2]1[CH:7]=[CH:6][C:5]([CH:8]([O:18][C:15]2[CH:16]=[CH:17][C:12]([Cl:11])=[C:13]([N+:19]([O-:21])=[O:20])[CH:14]=2)[CH3:9])=[CH:4][CH:3]=1. (4) Given the reactants C([O:3][C:4]([C:6]1([CH2:20][C:21]2[CH:26]=[CH:25][CH:24]=[CH:23][CH:22]=2)[C:11](=O)[CH2:10][CH2:9][N:8](C(OC(C)(C)C)=O)[CH2:7]1)=O)C.[CH3:27][NH:28][NH2:29].C(O)(=O)C, predict the reaction product. The product is: [CH2:20]([C:6]12[C:4](=[O:3])[N:28]([CH3:27])[N:29]=[C:11]1[CH2:10][CH2:9][NH:8][CH2:7]2)[C:21]1[CH:26]=[CH:25][CH:24]=[CH:23][CH:22]=1. (5) Given the reactants [CH3:1][C:2](=[CH2:21])[C:3](=[O:20])[C@@H:4]([NH:12][C:13](=[O:19])[O:14][C:15]([CH3:18])([CH3:17])[CH3:16])[CH2:5][CH:6]1[CH2:10][CH2:9][NH:8][C:7]1=[O:11].[OH:22]O.C(#N)C1C=CC=CC=1.CCN(C(C)C)C(C)C, predict the reaction product. The product is: [CH3:21][C@:2]1([C:3](=[O:20])[C@@H:4]([NH:12][C:13](=[O:19])[O:14][C:15]([CH3:16])([CH3:17])[CH3:18])[CH2:5][CH:6]2[CH2:10][CH2:9][NH:8][C:7]2=[O:11])[CH2:1][O:22]1. (6) The product is: [Cl:12][C:13]1[CH:18]=[CH:17][C:16]([C:2]2[C:7]([O:11][CH2:9][CH:4]([CH3:5])[CH3:3])=[N:6][CH:5]=[C:4]([CH:3]=2)[C:9]([NH:23][C@@H:24]2[CH2:29][CH2:28][CH2:27][CH2:26][C@H:25]2[OH:30])=[O:11])=[CH:15][CH:14]=1. Given the reactants Br[C:2]1[CH:3]=[C:4]([C:9]([OH:11])=O)[CH:5]=[N:6][C:7]=1Cl.[Cl:12][C:13]1[CH:18]=[CH:17][C:16](B(O)O)=[CH:15][CH:14]=1.Cl.[NH2:23][C@@H:24]1[CH2:29][CH2:28][CH2:27][CH2:26][C@H:25]1[OH:30], predict the reaction product. (7) The product is: [CH3:20][O:19][C:16]1[CH:15]=[CH:14][C:13]([C:12]2[C:6]3[CH2:5][C:4]4[S:3][C:2]([C:37]5[CH:38]=[N:39][CH:40]=[CH:41][CH:42]=5)=[CH:9][C:8]=4[C:7]=3[N:10]([CH2:21][O:22][CH2:23][CH2:24][Si:25]([CH3:26])([CH3:28])[CH3:27])[N:11]=2)=[CH:18][CH:17]=1. Given the reactants Br[C:2]1[S:3][C:4]2[CH2:5][C:6]3[C:12]([C:13]4[CH:18]=[CH:17][C:16]([O:19][CH3:20])=[CH:15][CH:14]=4)=[N:11][N:10]([CH2:21][O:22][CH2:23][CH2:24][Si:25]([CH3:28])([CH3:27])[CH3:26])[C:7]=3[C:8]=2[CH:9]=1.CC1(C)C(C)(C)OB([C:37]2[CH:38]=[N:39][CH:40]=[CH:41][CH:42]=2)O1.C([O-])([O-])=O.[Na+].[Na+], predict the reaction product. (8) The product is: [C:7]([O:11][C:12](=[O:46])[NH:13][CH:14]([CH:40]=[O:45])[CH2:15][C:16]1[N:17]=[CH:18][N:19]([C:21]([C:28]2[CH:29]=[CH:30][CH:31]=[CH:32][CH:33]=2)([C:22]2[CH:27]=[CH:26][CH:25]=[CH:24][CH:23]=2)[C:34]2[CH:39]=[CH:38][CH:37]=[CH:36][CH:35]=2)[CH:20]=1)([CH3:8])([CH3:10])[CH3:9]. Given the reactants [H-].[Al+3].[Li+].[H-].[H-].[H-].[C:7]([O:11][C:12](=[O:46])[NH:13][CH:14]([C:40](=[O:45])N(OC)C)[CH2:15][C:16]1[N:17]=[CH:18][N:19]([C:21]([C:34]2[CH:39]=[CH:38][CH:37]=[CH:36][CH:35]=2)([C:28]2[CH:33]=[CH:32][CH:31]=[CH:30][CH:29]=2)[C:22]2[CH:27]=[CH:26][CH:25]=[CH:24][CH:23]=2)[CH:20]=1)([CH3:10])([CH3:9])[CH3:8].CC(=O)OCC.C(C(C(C([O-])=O)O)O)([O-])=O.[K+].[Na+], predict the reaction product. (9) Given the reactants [OH:1][CH2:2][C:3]1[CH:4]=[C:5]2[C:10](=[CH:11][CH:12]=1)[NH:9][CH:8]=[C:7]([C:13]#[N:14])[CH:6]2[CH2:15][CH:16]([CH3:18])[CH3:17], predict the reaction product. The product is: [CH:2]([C:3]1[CH:4]=[C:5]2[C:10](=[CH:11][CH:12]=1)[N:9]=[CH:8][C:7]([C:13]#[N:14])=[C:6]2[CH2:15][CH:16]([CH3:18])[CH3:17])=[O:1]. (10) Given the reactants [OH-].[K+].[O:3]1[CH:7]=[CH:6][CH:5]=[C:4]1[CH2:8][NH:9][C:10]([NH:12][C:13]1[CH:18]=[CH:17][C:16]([OH:19])=[CH:15][CH:14]=1)=[S:11].I[CH:21]([CH2:23][CH3:24])[CH3:22], predict the reaction product. The product is: [CH:21]([O:19][C:16]1[CH:17]=[CH:18][C:13]([NH:12][C:10]([NH:9][CH2:8][C:4]2[O:3][CH:7]=[CH:6][CH:5]=2)=[S:11])=[CH:14][CH:15]=1)([CH2:23][CH3:24])[CH3:22].